From a dataset of Peptide-MHC class II binding affinity with 134,281 pairs from IEDB. Regression. Given a peptide amino acid sequence and an MHC pseudo amino acid sequence, predict their binding affinity value. This is MHC class II binding data. The peptide sequence is SQDLELSWNLNCLQAY. The MHC is DRB1_0802 with pseudo-sequence DRB1_0802. The binding affinity (normalized) is 0.151.